The task is: Predict the reaction yield, written as a fraction of the theoretical maximum amount of product (1.0 means a 100% yield; for example, 0.34 means a 34% yield).. This data is from Reaction yield outcomes from USPTO patents with 853,638 reactions. (1) The reactants are [Cl:1](O)(=O)=O.[C:5]([C:9]1[CH:15]=[CH:14][C:13]([N+:16]([O-:18])=[O:17])=[CH:12][C:10]=1N)([CH3:8])([CH3:7])[CH3:6].N([O-])=O.[Na+]. The catalyst is [Cu](Cl)Cl.O. The product is [C:5]([C:9]1[CH:15]=[CH:14][C:13]([N+:16]([O-:18])=[O:17])=[CH:12][C:10]=1[Cl:1])([CH3:8])([CH3:7])[CH3:6]. The yield is 0.780. (2) The reactants are [F:1][C:2]1[CH:10]=[CH:9][CH:8]=[C:7]2[C:3]=1[CH2:4][CH2:5][NH:6]2.[CH3:11][C:12]([O:15][C:16](O[C:16]([O:15][C:12]([CH3:14])([CH3:13])[CH3:11])=[O:17])=[O:17])([CH3:14])[CH3:13].CCN(C(C)C)C(C)C. The catalyst is CN(C1C=CN=CC=1)C.Cl. The product is [F:1][C:2]1[CH:10]=[CH:9][CH:8]=[C:7]2[C:3]=1[CH2:4][CH2:5][N:6]2[C:16]([O:15][C:12]([CH3:14])([CH3:13])[CH3:11])=[O:17]. The yield is 1.00. (3) The reactants are CC1(C)C(C)(C)OB([C:9]2[CH:14]=[CH:13][C:12]([N:15]3[C:27]4[CH:26]=[CH:25][CH:24]=[CH:23][C:22]=4[C:21]4[C:16]3=[CH:17][CH:18]=[CH:19][CH:20]=4)=[CH:11][CH:10]=2)O1.Br[C:30]1[CH:43]=[CH:42][C:33]2[O:34][C:35]3[CH:40]=[CH:39][C:38]([Br:41])=[CH:37][C:36]=3[C:32]=2[CH:31]=1.C(=O)([O-])[O-].[K+].[K+].O1CCOCC1. The catalyst is [Pd].C1(P(C2C=CC=CC=2)C2C=CC=CC=2)C=CC=CC=1.C1(P(C2C=CC=CC=2)C2C=CC=CC=2)C=CC=CC=1.C1(P(C2C=CC=CC=2)C2C=CC=CC=2)C=CC=CC=1.C1(P(C2C=CC=CC=2)C2C=CC=CC=2)C=CC=CC=1.O. The product is [Br:41][C:38]1[CH:39]=[CH:40][C:35]2[O:34][C:33]3[CH:42]=[CH:43][C:30]([C:9]4[CH:10]=[CH:11][C:12]([N:15]5[C:16]6[CH:17]=[CH:18][CH:19]=[CH:20][C:21]=6[C:22]6[C:27]5=[CH:26][CH:25]=[CH:24][CH:23]=6)=[CH:13][CH:14]=4)=[CH:31][C:32]=3[C:36]=2[CH:37]=1. The yield is 0.700. (4) The reactants are [CH3:1][N:2]1[CH2:15][CH2:14][C:5]2[NH:6][C:7]3[CH:8]=[CH:9][C:10]([CH3:13])=[CH:11][C:12]=3[C:4]=2[CH2:3]1.[OH-].[K+].Br[CH2:19][CH2:20][C:21]1[CH:26]=[CH:25][C:24]([O:27][C:28]([CH3:31])([CH3:30])[CH3:29])=[CH:23][CH:22]=1. The catalyst is CN1CCCC1=O.O. The product is [C:28]([O:27][C:24]1[CH:23]=[CH:22][C:21]([CH2:20][CH2:19][CH:3]2[C:4]3[C:12]4[CH:11]=[C:10]([CH3:13])[CH:9]=[CH:8][C:7]=4[NH:6][C:5]=3[CH2:14][CH2:15][N:2]2[CH3:1])=[CH:26][CH:25]=1)([CH3:30])([CH3:29])[CH3:31]. The yield is 0.0600. (5) The reactants are [NH:1]1[CH:5]=[C:4]([C:6]2[C:7]([NH2:12])=[N:8][CH:9]=[CH:10][CH:11]=2)[CH:3]=[N:2]1.O1CCCC1.[H-].[Na+].Cl[CH2:21][C:22]1[CH:27]=[CH:26][C:25]([CH2:28][O:29][CH2:30][C:31]#[CH:32])=[CH:24][CH:23]=1. The catalyst is O.CN(C)C=O. The product is [CH2:30]([O:29][CH2:28][C:25]1[CH:24]=[CH:23][C:22]([CH2:21][N:1]2[CH:5]=[C:4]([C:6]3[C:7]([NH2:12])=[N:8][CH:9]=[CH:10][CH:11]=3)[CH:3]=[N:2]2)=[CH:27][CH:26]=1)[C:31]#[CH:32]. The yield is 0.620.